Dataset: Full USPTO retrosynthesis dataset with 1.9M reactions from patents (1976-2016). Task: Predict the reactants needed to synthesize the given product. (1) Given the product [Cl:1][C:2]1[CH:7]=[CH:6][C:5]([C:8]2[NH:9][CH:10]=[C:11]([C:13]([N:24]=[C:22]([NH:21][NH:20][CH:17]([CH3:19])[CH3:18])[CH3:23])=[O:15])[N:12]=2)=[C:4]([F:16])[CH:3]=1, predict the reactants needed to synthesize it. The reactants are: [Cl:1][C:2]1[CH:7]=[CH:6][C:5]([C:8]2[NH:9][CH:10]=[C:11]([C:13]([OH:15])=O)[N:12]=2)=[C:4]([F:16])[CH:3]=1.[CH:17]([NH:20][N:21]=[C:22]([NH2:24])[CH3:23])([CH3:19])[CH3:18].CN(C(ON1N=NC2C=CC=CC1=2)=[N+](C)C)C.F[P-](F)(F)(F)(F)F. (2) Given the product [CH3:1][O:2][C:3](=[O:19])[C:4]1[CH:9]=[C:8]([O:10][CH2:11][C:12]2[CH:17]=[CH:16][CH:15]=[CH:14][CH:13]=2)[CH:7]=[CH:6][C:5]=1[C:22]#[C:21][CH2:20][OH:23], predict the reactants needed to synthesize it. The reactants are: [CH3:1][O:2][C:3](=[O:19])[C:4]1[CH:9]=[C:8]([O:10][CH2:11][C:12]2[CH:17]=[CH:16][CH:15]=[CH:14][CH:13]=2)[CH:7]=[CH:6][C:5]=1Br.[CH2:20]([OH:23])[C:21]#[CH:22]. (3) Given the product [OH:36][C:37]1[CH:38]=[CH:39][C:40]([C:43]2([C:56]3[CH:57]=[CH:58][C:59]([OH:62])=[CH:60][CH:61]=3)[C:44]3[CH:45]=[C:46]([S+:27]([C:29]4[CH:34]=[CH:33][C:32]([F:35])=[CH:31][CH:30]=4)[C:24]4[CH:25]=[CH:26][C:21]([F:20])=[CH:22][CH:23]=4)[CH:47]=[CH:48][C:49]=3[C:50]3[C:55]2=[CH:54][CH:53]=[CH:52][CH:51]=3)=[CH:41][CH:42]=1.[F:63][C:64]([F:70])([F:69])[S:65]([O-:68])(=[O:67])=[O:66], predict the reactants needed to synthesize it. The reactants are: CS([O-])(=O)=O.O=P12OP3(OP(OP(O3)(O1)=O)(=O)O2)=O.[F:20][C:21]1[CH:26]=[CH:25][C:24]([S:27]([C:29]2[CH:34]=[CH:33][C:32]([F:35])=[CH:31][CH:30]=2)=O)=[CH:23][CH:22]=1.[OH:36][C:37]1[CH:42]=[CH:41][C:40]([C:43]2([C:56]3[CH:61]=[CH:60][C:59]([OH:62])=[CH:58][CH:57]=3)[C:55]3[CH:54]=[CH:53][CH:52]=[CH:51][C:50]=3[C:49]3[C:44]2=[CH:45][CH:46]=[CH:47][CH:48]=3)=[CH:39][CH:38]=1.[F:63][C:64]([F:70])([F:69])[S:65]([O-:68])(=[O:67])=[O:66].[Li+]. (4) Given the product [CH3:15][N:13]1[C:14]2[C:10](=[CH:9][C:8]([O:16][CH3:17])=[CH:7][C:6]=2[C:4]2[C:3](=[O:18])[NH:31][C:29](=[O:30])[C:28]=2[C:21]2[C:22]3[C:27](=[CH:26][CH:25]=[CH:24][CH:23]=3)[NH:19][CH:20]=2)[CH:11]=[CH:12]1, predict the reactants needed to synthesize it. The reactants are: CO[C:3](=[O:18])[C:4]([C:6]1[CH:7]=[C:8]([O:16][CH3:17])[CH:9]=[C:10]2[C:14]=1[N:13]([CH3:15])[CH:12]=[CH:11]2)=O.[NH:19]1[C:27]2[C:22](=[CH:23][CH:24]=[CH:25][CH:26]=2)[C:21]([CH2:28][C:29]([NH2:31])=[O:30])=[CH:20]1.CC(C)([O-])C.[K+].C1COCC1.